From a dataset of Full USPTO retrosynthesis dataset with 1.9M reactions from patents (1976-2016). Predict the reactants needed to synthesize the given product. Given the product [O:20]=[C:14]1[CH:13]([N:7]2[CH2:6][C:5]3[C:9](=[CH:10][CH:11]=[C:3]([CH2:2][NH:1][C:28](=[O:29])[C:27]([F:33])([F:26])[CH2:31][CH3:32])[CH:4]=3)[C:8]2=[O:12])[CH2:18][CH2:17][C:16](=[O:19])[NH:15]1, predict the reactants needed to synthesize it. The reactants are: [NH2:1][CH2:2][C:3]1[CH:4]=[C:5]2[C:9](=[CH:10][CH:11]=1)[C:8](=[O:12])[N:7]([CH:13]1[CH2:18][CH2:17][C:16](=[O:19])[NH:15][C:14]1=[O:20])[CH2:6]2.S(O)(=O)(=O)C.[F:26][C:27]([F:33])([CH2:31][CH3:32])[C:28](O)=[O:29].C(N(C(C)C)CC)(C)C.F[P-](F)(F)(F)(F)F.CN(C(N(C)C)=[N+]1C2C(=NC=CC=2)[N+]([O-])=N1)C.